The task is: Predict which catalyst facilitates the given reaction.. This data is from Catalyst prediction with 721,799 reactions and 888 catalyst types from USPTO. Reactant: [F-].C([N+](CCCC)(CCCC)CCCC)CCC.[Si]([O:26][C@@H:27]([C@@H:29]([N:36]1[CH:44]=[N:43][C:42]2[C:37]1=[N:38][CH:39]=[N:40][C:41]=2[O:45][CH3:46])[CH2:30][CH2:31][CH2:32][CH2:33][CH2:34][CH3:35])[CH3:28])(C(C)(C)C)(C)C.ClCCl.CO. Product: [CH3:46][O:45][C:41]1[N:40]=[CH:39][N:38]=[C:37]2[C:42]=1[N:43]=[CH:44][N:36]2[C@@H:29]([CH2:30][CH2:31][CH2:32][CH2:33][CH2:34][CH3:35])[C@H:27]([OH:26])[CH3:28]. The catalyst class is: 54.